Dataset: Peptide-MHC class I binding affinity with 185,985 pairs from IEDB/IMGT. Task: Regression. Given a peptide amino acid sequence and an MHC pseudo amino acid sequence, predict their binding affinity value. This is MHC class I binding data. (1) The peptide sequence is CINGVCWTV. The MHC is HLA-A02:02 with pseudo-sequence HLA-A02:02. The binding affinity (normalized) is 0.448. (2) The peptide sequence is VSFIEFVGW. The MHC is HLA-A29:02 with pseudo-sequence HLA-A29:02. The binding affinity (normalized) is 0.0970. (3) The peptide sequence is KAFNHASVK. The MHC is HLA-B15:01 with pseudo-sequence HLA-B15:01. The binding affinity (normalized) is 0.433. (4) The peptide sequence is LPHIIDEVI. The MHC is HLA-B51:01 with pseudo-sequence HLA-B51:01. The binding affinity (normalized) is 0.406. (5) The peptide sequence is VRQRVIPVY. The MHC is HLA-A68:02 with pseudo-sequence HLA-A68:02. The binding affinity (normalized) is 0. (6) The peptide sequence is IRKVEWPDL. The MHC is HLA-B15:01 with pseudo-sequence HLA-B15:01. The binding affinity (normalized) is 0.0847.